Dataset: Experimentally validated miRNA-target interactions with 360,000+ pairs, plus equal number of negative samples. Task: Binary Classification. Given a miRNA mature sequence and a target amino acid sequence, predict their likelihood of interaction. (1) The miRNA is hsa-miR-494-3p with sequence UGAAACAUACACGGGAAACCUC. The protein sequence of the target gene is MFSTKALLLAGLISTALAGPWANICAGKSSNEIRTCDRHGCGQYSAQRSQRPHQGVDILCSAGSTVYAPFTGMIVGQEKPYQNKNAINNGVRISGRGFCVKMFYIKPIKYKGPIKKGEKLGTLLPLQKVYPGIQSHVHIENCDSSDPTAYL. Result: 0 (no interaction). (2) The miRNA is hsa-miR-103a-3p with sequence AGCAGCAUUGUACAGGGCUAUGA. The protein sequence of the target gene is MADHMMAMNHGRFPDGTNGLHHHPAHRMGMGQFPSPHHHQQQQPQHAFNALMGEHIHYGAGNMNATSGIRHAMGPGTVNGGHPPSALAPAARFNNSQFMGPPVASQGGSLPASMQLQKLNNQYFNHHPYPHNHYMPDLHPAAGHQMNGTNQHFRDCNPKHSGGSSTPGGSGGSSTPGGSGSSSGGGAGSSNSGGGSGSGNMPASVAHVPAAMLPPNVIDTDFIDEEVLMSLVIEMGLDRIKELPELWLGQNEFDFMTDFVCKQQPSRVSC. Result: 1 (interaction). (3) The miRNA is hsa-let-7f-5p with sequence UGAGGUAGUAGAUUGUAUAGUU. The protein sequence of the target gene is MNPMNPMKPALPPAPHGDGSFAYESVPWQQSATQPAGSLSVVTTVWGVGNATQSQVLGNPMGPAGSPPGGSMMPGVAGGSSALTSPQCLGQQAFAEGGASKSYVQQGVYGRGSYPGGSSFTTGYAGGPAGLGLPTHAARPSTDFTQAAAAAAMAAAAATATATATATVAALQEKQSQELSQYGAMGTGQSFNSQFLQHGGPRGPSVPPGMNPSGMGGMMGPSGLSSMAMTPTRAAGMTPLYAGQRLPQHGYPGPPQGQPLPRQGIKRAYSEVYPGQQYLQGGQYAANTAQYAPGPGQPPG.... Result: 0 (no interaction). (4) The miRNA is hsa-miR-4693-3p with sequence UGAGAGUGGAAUUCACAGUAUUU. The protein sequence of the target gene is MSVAGLKKQFHKATQKVSEKVGGAEGTKLDDDFKEMERKVDVTSRAVMEIMTKTIEYLQPNPASRAKLSMINTMSKIRGQEKGPGYPQAEALLAEAMLKFGRELGDDCNFGPALGEVGEAMRELSEVKDSLDIEVKQNFIDPLQNLHDKDLREIQHHLKKLEGRRLDFDYKKKRQGKIPDEELRQALEKFDESKEIAESSMFNLLEMDIEQVSQLSALVQAQLEYHKQAVQILQQVTVRLEERIRQASSQPRREYQPKPRMSLEFPTGDSTQPNGGLSHTGTPKPSGVQMDQPCCRALYD.... Result: 0 (no interaction). (5) The protein sequence of the target gene is MPADIMEKNSSSPVAATPASVNTTPDKPKTASEHRKSSKPIMEKRRRARINESLSQLKTLILDALKKDSSRHSKLEKADILEMTVKHLRNLQRAQMTAALSTDPSVLGKYRAGFSECMNEVTRFLSTCEGVNTEVRTRLLGHLANCMTQINAMTYPGQAHPALQAPPPPPPSGPAGPQHAPFAPPPPPLVPIPGGAAPPPGSAPCKLGSQAGEAAKVFGGFQVVPAPDGQFAFLIPNGAFAHSGPVIPVYTSNSGTSVGPNAVSPSSGSSLTSDSMWRPWRN. Result: 0 (no interaction). The miRNA is hsa-miR-3681-5p with sequence UAGUGGAUGAUGCACUCUGUGC. (6) The miRNA is hsa-miR-532-3p with sequence CCUCCCACACCCAAGGCUUGCA. The protein sequence of the target gene is MAWALKLPLADEVIESGLVQDFDASLSGIGQELGAGAYSMSDVLALPIFKQEESSLPPDNENEILPFQYVLCAATSPAVKLHDETLTYLNQGQSYEIRMLDNRKLGELPELNGKLVKSIFRVVFHDRRLQYTEHQQLEGWRWNRPGDRILDIDIPMSVGVIDPRANPTQLNTVEFLWDPSKRTSVFIQVHCISTEFTMRKHGGEKGVPFRVQIDTFKENGNGEYTEHLHSASCQIKVFKPKGADRKQKIDREKMEKRTPHEKEKYQPSYETTILTECSPWPEITYVNNSPSPGFNSSHSS.... Result: 0 (no interaction).